Dataset: Catalyst prediction with 721,799 reactions and 888 catalyst types from USPTO. Task: Predict which catalyst facilitates the given reaction. (1) Reactant: [H-].[Al+3].[Li+].[H-].[H-].[H-].C([O:9][C:10]([CH:12]1[CH2:21][CH2:20][C:15]2([O:19][CH2:18][CH2:17][O:16]2)[CH2:14][CH2:13]1)=O)C. Product: [O:16]1[C:15]2([CH2:20][CH2:21][CH:12]([CH2:10][OH:9])[CH2:13][CH2:14]2)[O:19][CH2:18][CH2:17]1. The catalyst class is: 1. (2) Reactant: C(Cl)(=O)C(Cl)=O.CS(C)=O.[CH3:11][O:12][C:13]1[CH:26]=[C:25]2[C:20]([N:21]=[CH:22][CH:23]=[CH:24]2)=[C:19]2[C:14]=1[C:15]([S:29][CH3:30])=[CH:16][C:17]([CH2:27][OH:28])=[N:18]2.C(N(CC)CC)C. Product: [CH3:11][O:12][C:13]1[CH:26]=[C:25]2[C:20]([N:21]=[CH:22][CH:23]=[CH:24]2)=[C:19]2[C:14]=1[C:15]([S:29][CH3:30])=[CH:16][C:17]([CH:27]=[O:28])=[N:18]2. The catalyst class is: 34. (3) Reactant: [Br:1][C:2]1[CH:7]=[CH:6][C:5]([N:8]2[CH2:13][CH2:12][NH:11][CH2:10][CH2:9]2)=[CH:4][CH:3]=1.C(N(CC)CC)C.[CH3:21][S:22](Cl)(=[O:24])=[O:23].O. Product: [Br:1][C:2]1[CH:3]=[CH:4][C:5]([N:8]2[CH2:13][CH2:12][N:11]([S:22]([CH3:21])(=[O:24])=[O:23])[CH2:10][CH2:9]2)=[CH:6][CH:7]=1. The catalyst class is: 4. (4) Reactant: Cl[C:2]1[CH:7]=[C:6]([C:8]2[S:9][CH:10]=[C:11]([C:13]3[C:18](=[O:19])[NH:17][C:16]([CH3:20])=[C:15]([C:21]([O:23][CH2:24][CH3:25])=[O:22])[CH:14]=3)[N:12]=2)[CH:5]=[CH:4][N:3]=1.[O:26]([CH2:33][CH2:34][NH2:35])[C:27]1[CH:32]=[CH:31][CH:30]=[CH:29][CH:28]=1. Product: [CH3:20][C:16]1[NH:17][C:18](=[O:19])[C:13]([C:11]2[N:12]=[C:8]([C:6]3[CH:5]=[CH:4][N:3]=[C:2]([NH:35][CH2:34][CH2:33][O:26][C:27]4[CH:32]=[CH:31][CH:30]=[CH:29][CH:28]=4)[CH:7]=3)[S:9][CH:10]=2)=[CH:14][C:15]=1[C:21]([O:23][CH2:24][CH3:25])=[O:22]. The catalyst class is: 14.